Dataset: Forward reaction prediction with 1.9M reactions from USPTO patents (1976-2016). Task: Predict the product of the given reaction. (1) Given the reactants O(C#COO)O.[CH2:7]1[C:10]2([CH2:13][NH:12][CH2:11]2)[CH2:9][N:8]1[C:14]([O:16][C:17]([CH3:20])([CH3:19])[CH3:18])=[O:15].CCN(C(C)C)C(C)C.Cl[C:31]1([C:43]2[CH:48]=[C:47]([O:49][CH3:50])[CH:46]=[CH:45][C:44]=2[O:51][CH2:52][CH3:53])[C:39]2[C:34](=[CH:35][CH:36]=[C:37]([C:40]#[N:41])[CH:38]=2)[NH:33][C:32]1=[O:42].O, predict the reaction product. The product is: [C:17]([O:16][C:14]([N:8]1[CH2:9][C:10]2([CH2:13][N:12]([C:31]3([C:43]4[CH:48]=[C:47]([O:49][CH3:50])[CH:46]=[CH:45][C:44]=4[O:51][CH2:52][CH3:53])[C:39]4[C:34](=[CH:35][CH:36]=[C:37]([C:40]#[N:41])[CH:38]=4)[NH:33][C:32]3=[O:42])[CH2:11]2)[CH2:7]1)=[O:15])([CH3:20])([CH3:19])[CH3:18]. (2) Given the reactants [CH2:1]([O:3][C:4](=[O:17])[C:5]1[CH:10]=[CH:9][C:8]([N:11]2[CH2:16][CH2:15][NH:14][CH2:13][CH2:12]2)=[CH:7][CH:6]=1)[CH3:2].[C:18]([O:22][C:23](=[O:31])[C:24]1[CH:29]=[CH:28][C:27](Br)=[CH:26][CH:25]=1)([CH3:21])([CH3:20])[CH3:19].C(=O)([O-])[O-].[Cs+].[Cs+].C1(P(C2CCCCC2)C2C=CC=CC=2C2C(C(C)C)=CC(C(C)C)=CC=2C(C)C)CCCCC1, predict the reaction product. The product is: [C:18]([O:22][C:23](=[O:31])[C:24]1[CH:29]=[CH:28][C:27]([N:14]2[CH2:13][CH2:12][N:11]([C:8]3[CH:7]=[CH:6][C:5]([C:4]([O:3][CH2:1][CH3:2])=[O:17])=[CH:10][CH:9]=3)[CH2:16][CH2:15]2)=[CH:26][CH:25]=1)([CH3:21])([CH3:20])[CH3:19]. (3) The product is: [Cl:1][C:2]1[CH:3]=[C:4]2[C:13](=[C:14]([Cl:16])[CH:15]=1)[C:12]([Cl:20])=[C:11]1[C:6]([CH2:7][CH2:8][CH2:9][CH2:10]1)=[N:5]2. Given the reactants [Cl:1][C:2]1[CH:3]=[C:4]2[C:13](=[C:14]([Cl:16])[CH:15]=1)[C:12](O)=[C:11]1[C:6]([CH2:7][CH2:8][CH2:9][CH2:10]1)=[N:5]2.P(Cl)(Cl)([Cl:20])=O, predict the reaction product.